Dataset: Forward reaction prediction with 1.9M reactions from USPTO patents (1976-2016). Task: Predict the product of the given reaction. (1) Given the reactants [Cl:1][C:2]1[CH:3]=[C:4]([C:9]2[C:13]([CH2:14][CH2:15][C:16]([OH:18])=[O:17])=[CH:12][O:11][N:10]=2)[CH:5]=[CH:6][C:7]=1[Cl:8].S(=O)(=O)(O)O.[CH3:24]O, predict the reaction product. The product is: [Cl:1][C:2]1[CH:3]=[C:4]([C:9]2[C:13]([CH2:14][CH2:15][C:16]([O:18][CH3:24])=[O:17])=[CH:12][O:11][N:10]=2)[CH:5]=[CH:6][C:7]=1[Cl:8]. (2) Given the reactants [F:1][C:2]1[CH:3]=[C:4](B(O)O)[CH:5]=[CH:6][C:7]=1[CH3:8].[NH:12]1[CH:16]=[N:15][C:14]([C:17]([O:19]C)=[O:18])=[N:13]1.ClC1C=C(N2C=NC(C(O)=O)=N2)C=CC=1, predict the reaction product. The product is: [F:1][C:2]1[CH:3]=[C:4]([N:12]2[CH:16]=[N:15][C:14]([C:17]([OH:19])=[O:18])=[N:13]2)[CH:5]=[CH:6][C:7]=1[CH3:8]. (3) Given the reactants [I:1][C:2]1[CH:11]=[CH:10][C:9]([OH:12])=[C:8]2[C:3]=1[CH:4]=[CH:5][CH:6]=[N:7]2.[Si:13](Cl)([C:16]([CH3:19])([CH3:18])[CH3:17])([CH3:15])[CH3:14].N1C=CN=C1.O, predict the reaction product. The product is: [Si:13]([O:12][C:9]1[CH:10]=[CH:11][C:2]([I:1])=[C:3]2[C:8]=1[N:7]=[CH:6][CH:5]=[CH:4]2)([C:16]([CH3:19])([CH3:18])[CH3:17])([CH3:15])[CH3:14]. (4) Given the reactants Cl[S:2]([C:5]1[CH:6]=[C:7]([CH:11]=[CH:12][CH:13]=1)[C:8]([OH:10])=[O:9])(=[O:4])=[O:3].[CH3:14][NH:15][CH3:16], predict the reaction product. The product is: [CH3:14][N:15]([CH3:16])[S:2]([C:5]1[CH:6]=[C:7]([CH:11]=[CH:12][CH:13]=1)[C:8]([OH:10])=[O:9])(=[O:4])=[O:3]. (5) Given the reactants [I:1][C:2]1[CH:3]=[CH:4][C:5]2[N:6]([CH:8]=[C:9]([NH:11]C(=O)OC(C)(C)C)[N:10]=2)[N:7]=1.Cl.C(OCC)(=O)C.C(OCC)C, predict the reaction product. The product is: [I:1][C:2]1[CH:3]=[CH:4][C:5]2[N:6]([CH:8]=[C:9]([NH2:11])[N:10]=2)[N:7]=1.